This data is from NCI-60 drug combinations with 297,098 pairs across 59 cell lines. The task is: Regression. Given two drug SMILES strings and cell line genomic features, predict the synergy score measuring deviation from expected non-interaction effect. Drug 1: C1=CC(=CC=C1CCC2=CNC3=C2C(=O)NC(=N3)N)C(=O)NC(CCC(=O)O)C(=O)O. Drug 2: CC1CCC2CC(C(=CC=CC=CC(CC(C(=O)C(C(C(=CC(C(=O)CC(OC(=O)C3CCCCN3C(=O)C(=O)C1(O2)O)C(C)CC4CCC(C(C4)OC)OCCO)C)C)O)OC)C)C)C)OC. Cell line: HOP-62. Synergy scores: CSS=41.3, Synergy_ZIP=-8.86, Synergy_Bliss=-2.04, Synergy_Loewe=2.31, Synergy_HSA=3.25.